This data is from Forward reaction prediction with 1.9M reactions from USPTO patents (1976-2016). The task is: Predict the product of the given reaction. (1) Given the reactants [I:1][C:2]1[C:7]([N:8]([CH3:12])[C:9](=[O:11])[CH3:10])=[C:6]([I:13])[C:5]([N:14]([CH3:18])[C:15](=[O:17])[CH3:16])=[C:4]([I:19])[C:3]=1[C:20]1[CH:25]=[C:24]([N+:26]([O-:28])=[O:27])[C:23]([C:29](O)=[O:30])=[C:22]([N+:32]([O-:34])=[O:33])[CH:21]=1.[C:35]([O:38][CH:39]1[O:53][C@H:52]([CH2:54][O:55][C:56](=[O:58])[CH3:57])[C@@H:47]([O:48][C:49](=[O:51])[CH3:50])[C@H:42]([O:43][C:44](=[O:46])[CH3:45])[C@H:40]1[NH2:41])(=[O:37])[CH3:36].Cl.CN(C)CCCN=C=NCC, predict the reaction product. The product is: [N+:32]([C:22]1[CH:21]=[C:20]([C:3]2[C:4]([I:19])=[C:5]([N:14]([CH3:18])[C:15](=[O:17])[CH3:16])[C:6]([I:13])=[C:7]([N:8]([CH3:12])[C:9](=[O:11])[CH3:10])[C:2]=2[I:1])[CH:25]=[C:24]([N+:26]([O-:28])=[O:27])[C:23]=1[C:29]([C:39]1([O:53][C@H:52]([CH2:54][O:55][C:56](=[O:58])[CH3:57])[C@@H:47]([O:48][C:49](=[O:51])[CH3:50])[C@H:42]([O:43][C:44](=[O:46])[CH3:45])[C@H:40]1[NH2:41])[O:38][C:35](=[O:37])[CH3:36])=[O:30])([O-:34])=[O:33]. (2) The product is: [Br:1][C:2]1[N:3]=[CH:4][C:5]([NH2:21])=[C:6]([NH:8][C:9]([CH3:20])([CH3:19])[CH2:10][CH2:11][O:12][CH:13]2[CH2:18][CH2:17][CH2:16][CH2:15][O:14]2)[CH:7]=1. Given the reactants [Br:1][C:2]1[CH:7]=[C:6]([NH:8][C:9]([CH3:20])([CH3:19])[CH2:10][CH2:11][O:12][CH:13]2[CH2:18][CH2:17][CH2:16][CH2:15][O:14]2)[C:5]([N+:21]([O-])=O)=[CH:4][N:3]=1, predict the reaction product. (3) Given the reactants Cl[C:2]1[CH:10]=[C:9]([NH:11][CH2:12][C:13]2[CH:18]=[CH:17][CH:16]=[C:15]([C:19]3[CH:24]=[CH:23][CH:22]=[CH:21][N:20]=3)[CH:14]=2)[C:5]([C:6]([NH2:8])=[O:7])=[CH:4][N:3]=1.[NH2:25][C:26]1[CH:36]=[CH:35][C:29]([C:30]([N:32]([CH3:34])[CH3:33])=[O:31])=[CH:28][CH:27]=1.C1C=CC(P(C2C(C3C(P(C4C=CC=CC=4)C4C=CC=CC=4)=CC=C4C=3C=CC=C4)=C3C(C=CC=C3)=CC=2)C2C=CC=CC=2)=CC=1.C([O-])([O-])=O.[Cs+].[Cs+], predict the reaction product. The product is: [CH3:33][N:32]([CH3:34])[C:30]([C:29]1[CH:35]=[CH:36][C:26]([NH:25][C:2]2[CH:10]=[C:9]([NH:11][CH2:12][C:13]3[CH:18]=[CH:17][CH:16]=[C:15]([C:19]4[CH:24]=[CH:23][CH:22]=[CH:21][N:20]=4)[CH:14]=3)[C:5]([C:6]([NH2:8])=[O:7])=[CH:4][N:3]=2)=[CH:27][CH:28]=1)=[O:31]. (4) Given the reactants [NH2:1][C:2]1[C:3]([C:25]#[N:26])=[C:4]([CH:22]=[CH:23][CH:24]=1)[O:5][CH2:6][CH:7]1[CH2:12][CH2:11][CH:10]([NH:13][C:14](=[O:21])[C:15]2[CH:20]=[CH:19][N:18]=[CH:17][CH:16]=2)[CH2:9][CH2:8]1.O=[C:28]([CH3:35])[CH2:29][C:30]([O:32][CH2:33][CH3:34])=[O:31], predict the reaction product. The product is: [NH2:26][C:25]1[C:3]2[C:2](=[CH:24][CH:23]=[CH:22][C:4]=2[O:5][CH2:6][CH:7]2[CH2:8][CH2:9][CH:10]([NH:13][C:14](=[O:21])[C:15]3[CH:20]=[CH:19][N:18]=[CH:17][CH:16]=3)[CH2:11][CH2:12]2)[N:1]=[C:28]([CH3:35])[C:29]=1[C:30]([O:32][CH2:33][CH3:34])=[O:31]. (5) Given the reactants [O:1]=[C:2]1[CH:19]=[CH:18][O:17][C:4]2([CH2:9][CH2:8][N:7](C(OC(C)(C)C)=O)[CH2:6][CH2:5]2)[CH2:3]1.C(O)(C(F)(F)F)=O, predict the reaction product. The product is: [CH2:9]1[C:4]2([O:17][CH:18]=[CH:19][C:2](=[O:1])[CH2:3]2)[CH2:5][CH2:6][NH:7][CH2:8]1. (6) Given the reactants [NH2:1][C:2]1[N:6]([C:7]2[CH:12]=[CH:11][CH:10]=[CH:9][CH:8]=2)[N:5]=[C:4]([O:13][CH2:14][C@H:15]2[O:20][CH2:19][CH2:18][N:17]([C:21]([O:23][C:24]([CH3:27])([CH3:26])[CH3:25])=[O:22])[CH2:16]2)[C:3]=1[CH3:28].C1(C2C=CC([CH2:38][O:39]C)=CC=2CN)CC1.[CH3:43][O:44][CH2:45][C:46]1[CH:47]=[CH:48][C:49]([O:54][C:55]([F:58])([F:57])[F:56])=[C:50]([CH2:52][NH2:53])[CH:51]=1, predict the reaction product. The product is: [CH3:43][O:44][CH2:45][C:46]1[CH:47]=[CH:48][C:49]([O:54][C:55]([F:56])([F:57])[F:58])=[C:50]([CH:51]=1)[CH2:52][NH:53][C:38](=[O:39])[NH:1][C:2]1[N:6]([C:7]2[CH:12]=[CH:11][CH:10]=[CH:9][CH:8]=2)[N:5]=[C:4]([O:13][CH2:14][C@H:15]2[O:20][CH2:19][CH2:18][N:17]([C:21]([O:23][C:24]([CH3:25])([CH3:27])[CH3:26])=[O:22])[CH2:16]2)[C:3]=1[CH3:28]. (7) Given the reactants [NH2:1][C:2]1[CH:10]=[CH:9][C:8]([Cl:11])=[CH:7][C:3]=1[C:4]([OH:6])=O.Cl.[F:13][C:14]1([F:18])[CH2:17][NH:16][CH2:15]1.[C:19]12([C:29](Cl)=[O:30])[CH2:28][CH:23]3[CH2:24][CH:25]([CH2:27][CH:21]([CH2:22]3)[O:20]1)[CH2:26]2.C(N(CC)CC)C, predict the reaction product. The product is: [Cl:11][C:8]1[CH:9]=[CH:10][C:2]([NH:1][C:29]([C:19]23[CH2:28][CH:23]4[CH2:24][CH:25]([CH2:27][CH:21]([CH2:22]4)[O:20]2)[CH2:26]3)=[O:30])=[C:3]([C:4]([N:16]2[CH2:17][C:14]([F:18])([F:13])[CH2:15]2)=[O:6])[CH:7]=1. (8) Given the reactants C([N:8]1[CH2:14][C:13]2[N:15]=[CH:16][C:17]([NH2:19])=[N:18][C:12]=2[O:11][CH2:10][CH2:9]1)C1C=CC=CC=1, predict the reaction product. The product is: [N:15]1[C:13]2[CH2:14][NH:8][CH2:9][CH2:10][O:11][C:12]=2[N:18]=[C:17]([NH2:19])[CH:16]=1. (9) Given the reactants [NH:1]1[CH2:5][CH2:4][CH2:3][C:2]1=[O:6].[H-].[Na+].[CH2:9]([O:11][C:12]([C:14]1[C:15](Cl)=[N:16][C:17]2[C:22]([C:23]=1[C:24]1[CH:29]=[CH:28][CH:27]=[CH:26][CH:25]=1)=[CH:21][C:20]([Cl:30])=[CH:19][CH:18]=2)=[O:13])[CH3:10], predict the reaction product. The product is: [CH2:9]([O:11][C:12]([C:14]1[C:15]([N:1]2[CH2:5][CH2:4][CH2:3][C:2]2=[O:6])=[N:16][C:17]2[C:22]([C:23]=1[C:24]1[CH:29]=[CH:28][CH:27]=[CH:26][CH:25]=1)=[CH:21][C:20]([Cl:30])=[CH:19][CH:18]=2)=[O:13])[CH3:10].